The task is: Predict the reaction yield, written as a fraction of the theoretical maximum amount of product (1.0 means a 100% yield; for example, 0.34 means a 34% yield).. This data is from Reaction yield outcomes from USPTO patents with 853,638 reactions. (1) The reactants are C([O:3][C:4](=[O:29])[CH:5]([NH:13][C:14](=[O:28])[C:15]1[CH:20]=[CH:19][C:18]([NH:21][C:22]2[N:27]=[CH:26][CH:25]=[CH:24][N:23]=2)=[CH:17][CH:16]=1)[CH2:6][CH2:7][C:8]([O:10]CC)=[O:9])C.CO.[OH-].[Na+]. The catalyst is C1COCC1. The product is [N:23]1[CH:24]=[CH:25][CH:26]=[N:27][C:22]=1[NH:21][C:18]1[CH:17]=[CH:16][C:15]([C:14]([NH:13][C@H:5]([C:4]([OH:29])=[O:3])[CH2:6][CH2:7][C:8]([OH:10])=[O:9])=[O:28])=[CH:20][CH:19]=1. The yield is 0.450. (2) The reactants are [F:1][C:2]1[CH:3]=[C:4]([CH:9](O)[CH2:10][CH2:11][CH2:12][C:13]2[CH:18]=[CH:17][C:16]([O:19][CH3:20])=[CH:15][CH:14]=2)[CH:5]=[CH:6][C:7]=1[F:8].C1C=CC(P(C2C=CC=CC=2)C2C=CC=CC=2)=CC=1.[C:41]1(=[O:51])[NH:45][C:44](=[O:46])[C:43]2=[CH:47][CH:48]=[CH:49][CH:50]=[C:42]12.CCOC(/N=N/C(OCC)=O)=O. The catalyst is C1COCC1. The product is [F:1][C:2]1[CH:3]=[C:4]([CH:9]([N:45]2[C:41](=[O:51])[C:42]3[C:43](=[CH:47][CH:48]=[CH:49][CH:50]=3)[C:44]2=[O:46])[CH2:10][CH2:11][CH2:12][C:13]2[CH:18]=[CH:17][C:16]([O:19][CH3:20])=[CH:15][CH:14]=2)[CH:5]=[CH:6][C:7]=1[F:8]. The yield is 0.270. (3) The product is [CH:11]1([N:14]([C@H:18]2[C:27]3[C:22](=[CH:23][CH:24]=[CH:25][CH:26]=3)[N:21]([C:2]([C:3]3[CH:4]=[N:5][CH:6]=[CH:7][CH:8]=3)=[O:9])[C@@H:20]([CH3:28])[CH2:19]2)[C:15](=[O:17])[CH3:16])[CH2:12][CH2:13]1. The reactants are Cl.[C:2](Cl)(=[O:9])[C:3]1[CH:8]=[CH:7][CH:6]=[N:5][CH:4]=1.[CH:11]1([N:14]([C@H:18]2[C:27]3[C:22](=[CH:23][CH:24]=[CH:25][CH:26]=3)[NH:21][C@@H:20]([CH3:28])[CH2:19]2)[C:15](=[O:17])[CH3:16])[CH2:13][CH2:12]1.C(=O)([O-])[O-].[Na+].[Na+]. The yield is 0.526. The catalyst is N1C=CC=CC=1. (4) The reactants are [C:1]([C:3]1[CH:8]=[CH:7][C:6]([CH:9]([CH3:13])[C:10]([OH:12])=O)=[CH:5][C:4]=1[O:14][CH3:15])#[N:2].[CH:16]([O:19][C:20]1[C:25]([CH2:26][NH2:27])=[CH:24][CH:23]=[C:22]([C:28]([F:31])([F:30])[F:29])[N:21]=1)([CH3:18])[CH3:17].CN(C)CCCN=C=NCC.ON1C2C=CC=CC=2N=N1.C(N(CC)CC)C. The catalyst is C(#N)C.C(OCC)(=O)C. The product is [C:1]([C:3]1[CH:8]=[CH:7][C:6]([CH:9]([CH3:13])[C:10]([NH:27][CH2:26][C:25]2[C:20]([O:19][CH:16]([CH3:18])[CH3:17])=[N:21][C:22]([C:28]([F:29])([F:30])[F:31])=[CH:23][CH:24]=2)=[O:12])=[CH:5][C:4]=1[O:14][CH3:15])#[N:2]. The yield is 0.810. (5) The catalyst is CO.O. The reactants are [C:1]([O:5][C:6]([NH:8][C:9]1([C:13]2[CH:18]=[CH:17][C:16]([C:19]3[N:20]=[C:21]4[CH:26]=[CH:25][C:24]([C:27]([O:29]CC)=[O:28])=[N:23][N:22]4[C:32]=3[C:33]3[CH:38]=[CH:37][CH:36]=[CH:35][CH:34]=3)=[CH:15][CH:14]=2)[CH2:12][CH2:11][CH2:10]1)=[O:7])([CH3:4])([CH3:3])[CH3:2].[OH-].[Na+].Cl. The yield is 0.790. The product is [C:1]([O:5][C:6]([NH:8][C:9]1([C:13]2[CH:14]=[CH:15][C:16]([C:19]3[N:20]=[C:21]4[CH:26]=[CH:25][C:24]([C:27]([OH:29])=[O:28])=[N:23][N:22]4[C:32]=3[C:33]3[CH:38]=[CH:37][CH:36]=[CH:35][CH:34]=3)=[CH:17][CH:18]=2)[CH2:10][CH2:11][CH2:12]1)=[O:7])([CH3:4])([CH3:2])[CH3:3]. (6) The yield is 0.660. The reactants are [C:1]1([C:36]2[CH:41]=[CH:40][CH:39]=[CH:38][CH:37]=2)[CH:6]=[CH:5][CH:4]=[CH:3][C:2]=1[C:7]1(O)[C:20]2[CH:19]=[C:18]([Br:21])[CH:17]=[CH:16][C:15]=2[C:14]([C:23]2[CH:28]=[CH:27][CH:26]=[CH:25][C:24]=2[C:29]2[CH:34]=[CH:33][CH:32]=[CH:31][CH:30]=2)(O)[C:13]2[C:8]1=[CH:9][CH:10]=[CH:11][CH:12]=2.[I-].[K+].O.[PH2](=O)[O-].[Na+].[PH2](=O)O. The catalyst is C(O)(=O)C. The product is [C:1]1([C:36]2[CH:37]=[CH:38][CH:39]=[CH:40][CH:41]=2)[CH:6]=[CH:5][CH:4]=[CH:3][C:2]=1[C:7]1[C:8]2[C:13]([C:14]([C:23]3[CH:28]=[CH:27][CH:26]=[CH:25][C:24]=3[C:29]3[CH:30]=[CH:31][CH:32]=[CH:33][CH:34]=3)=[C:15]3[C:20]=1[CH:19]=[C:18]([Br:21])[CH:17]=[CH:16]3)=[CH:12][CH:11]=[CH:10][CH:9]=2.